Task: Predict the product of the given reaction.. Dataset: Forward reaction prediction with 1.9M reactions from USPTO patents (1976-2016) Given the reactants [NH:1]1[C:5]2[CH:6]=[CH:7][CH:8]=[CH:9][C:4]=2[N:3]=[C:2]1[C:10]([C:12]1[CH:17]=[CH:16][C:15]([O:18][C:19]2[C:24]([C:25]3[CH2:26][O:27][CH2:28][CH2:29][CH:30]=3)=[N:23][CH:22]=[CH:21][N:20]=2)=[CH:14][CH:13]=1)=[O:11], predict the reaction product. The product is: [NH:1]1[C:5]2[CH:6]=[CH:7][CH:8]=[CH:9][C:4]=2[N:3]=[C:2]1[C:10]([C:12]1[CH:17]=[CH:16][C:15]([O:18][C:19]2[C:24]([CH:25]3[CH2:30][CH2:29][CH2:28][O:27][CH2:26]3)=[N:23][CH:22]=[CH:21][N:20]=2)=[CH:14][CH:13]=1)=[O:11].